From a dataset of Full USPTO retrosynthesis dataset with 1.9M reactions from patents (1976-2016). Predict the reactants needed to synthesize the given product. (1) Given the product [CH:1]1([N:5]2[CH2:6][CH2:7][C:8]3[CH:15]=[CH:14][C:13]([O:16][C:18]4[N:23]=[N:22][C:21]([C:24]([N:26]5[CH2:27][CH2:28][O:29][CH2:30][CH2:31]5)=[O:25])=[CH:20][CH:19]=4)=[CH:12][C:9]=3[CH2:10][CH2:11]2)[CH2:4][CH2:3][CH2:2]1, predict the reactants needed to synthesize it. The reactants are: [CH:1]1([N:5]2[CH2:11][CH2:10][C:9]3[CH:12]=[C:13]([OH:16])[CH:14]=[CH:15][C:8]=3[CH2:7][CH2:6]2)[CH2:4][CH2:3][CH2:2]1.Cl[C:18]1[N:23]=[N:22][C:21]([C:24]([N:26]2[CH2:31][CH2:30][O:29][CH2:28][CH2:27]2)=[O:25])=[CH:20][CH:19]=1.C(=O)([O-])[O-].[K+].[K+]. (2) Given the product [C:21]([C:24]1[S:28][C:27]([N:29]2[CH2:33][CH2:32][N:31]([CH2:15][C:14]3[CH:17]=[CH:18][C:11]([C:10]([F:20])([F:19])[F:9])=[CH:12][CH:13]=3)[C:30]2=[O:34])=[N:26][C:25]=1[CH3:35])(=[O:23])[CH3:22], predict the reactants needed to synthesize it. The reactants are: C(Br)C1C=CC=CC=1.[F:9][C:10]([F:20])([F:19])[C:11]1[CH:18]=[CH:17][C:14]([CH2:15]Br)=[CH:13][CH:12]=1.[C:21]([C:24]1[S:28][C:27]([N:29]2[CH2:33][CH2:32][NH:31][C:30]2=[O:34])=[N:26][C:25]=1[CH3:35])(=[O:23])[CH3:22].